Dataset: Catalyst prediction with 721,799 reactions and 888 catalyst types from USPTO. Task: Predict which catalyst facilitates the given reaction. Reactant: [F:1][C:2]1[CH:3]=[C:4]([CH2:9][C:10]([OH:12])=O)[CH:5]=[CH:6][C:7]=1[OH:8].[CH2:13]([NH:15][CH2:16][CH3:17])[CH3:14].C(Cl)CCl. Product: [CH2:13]([N:15]([CH2:16][CH3:17])[C:10](=[O:12])[CH2:9][C:4]1[CH:5]=[CH:6][C:7]([OH:8])=[C:2]([F:1])[CH:3]=1)[CH3:14]. The catalyst class is: 797.